Dataset: Catalyst prediction with 721,799 reactions and 888 catalyst types from USPTO. Task: Predict which catalyst facilitates the given reaction. Reactant: [C:1]([O:5][C:6]([N:8]1[C:19]2[C:11](=[C:12]3[C:16](=[CH:17][CH:18]=2)[NH:15][C:14]([C:20]([O:22]C)=[O:21])=[CH:13]3)[CH2:10][CH2:9]1)=[O:7])([CH3:4])([CH3:3])[CH3:2].Cl.CN1CCN(C(Cl)=O)CC1.C(O)C=C.N1C=CC=CC=1. Product: [C:1]([O:5][C:6]([N:8]1[C:19]2[C:11](=[C:12]3[C:16](=[CH:17][CH:18]=2)[NH:15][C:14]([C:20]([OH:22])=[O:21])=[CH:13]3)[CH2:10][CH2:9]1)=[O:7])([CH3:4])([CH3:2])[CH3:3]. The catalyst class is: 2.